From a dataset of Full USPTO retrosynthesis dataset with 1.9M reactions from patents (1976-2016). Predict the reactants needed to synthesize the given product. (1) Given the product [Cl:1][C:2]1[CH:3]=[CH:4][C:5]2[O:9][C:8](=[O:10])[NH:7][C:6]=2[CH:11]=1.[CH3:20][CH2:19][CH:18]([C:8]([NH2:7])=[O:9])[CH2:17][CH2:16][CH3:15], predict the reactants needed to synthesize it. The reactants are: [Cl:1][C:2]1[CH:3]=[CH:4][C:5]2[O:9][C:8](=[O:10])[NH:7][C:6]=2[CH:11]=1.N([CH2:15][CH2:16][CH2:17][CH2:18][CH2:19][CH3:20])=C=O.C(N(C(C)C)C(C)C)C. (2) Given the product [CH3:36][C:7]([O:9][C:10]1[CH:35]=[CH:34][C:13]([C:14]([O:16][CH2:17][C:18]2[N:19]=[N:20][N:21]([CH2:23][C:24]3[CH:25]=[CH:26][C:27]([C:30]([F:32])([F:33])[F:31])=[CH:28][CH:29]=3)[CH:22]=2)=[O:15])=[CH:12][CH:11]=1)([CH3:8])[C:6]([OH:37])=[O:5], predict the reactants needed to synthesize it. The reactants are: C([O:5][C:6](=[O:37])[C:7]([CH3:36])([O:9][C:10]1[CH:35]=[CH:34][C:13]([C:14]([O:16][CH2:17][C:18]2[N:19]=[N:20][N:21]([CH2:23][C:24]3[CH:29]=[CH:28][C:27]([C:30]([F:33])([F:32])[F:31])=[CH:26][CH:25]=3)[CH:22]=2)=[O:15])=[CH:12][CH:11]=1)[CH3:8])(C)(C)C.Cl. (3) Given the product [Cl:1][C:2]1[CH:3]=[C:4]([C:8]2[N:13]3[N:14]=[C:15]([NH:17][C:18]4[CH:23]=[CH:22][C:21]([O:24][C:25]5[CH:30]=[CH:29][N:28]=[CH:27][CH:26]=5)=[CH:20][CH:19]=4)[N:16]=[C:12]3[N:11]=[C:10]([N:45]3[CH2:46][CH2:47][N:42]([CH3:41])[CH2:43][CH2:44]3)[C:9]=2[C:33]#[N:34])[CH:5]=[CH:6][CH:7]=1, predict the reactants needed to synthesize it. The reactants are: [Cl:1][C:2]1[CH:3]=[C:4]([C:8]2[N:13]3[N:14]=[C:15]([NH:17][C:18]4[CH:23]=[CH:22][C:21]([O:24][C:25]5[CH:30]=[CH:29][N:28]=[CH:27][CH:26]=5)=[CH:20][CH:19]=4)[N:16]=[C:12]3[N:11]=[C:10](SC)[C:9]=2[C:33]#[N:34])[CH:5]=[CH:6][CH:7]=1.C(OCC)(=O)C.[CH3:41][N:42]1[CH2:47][CH2:46][NH:45][CH2:44][CH2:43]1.